This data is from Ames mutagenicity test results for genotoxicity prediction. The task is: Regression/Classification. Given a drug SMILES string, predict its toxicity properties. Task type varies by dataset: regression for continuous values (e.g., LD50, hERG inhibition percentage) or binary classification for toxic/non-toxic outcomes (e.g., AMES mutagenicity, cardiotoxicity, hepatotoxicity). Dataset: ames. (1) The compound is CC(=O)Nc1cccc(N)c1. The result is 1 (mutagenic). (2) The molecule is O=[N+]([O-])c1ccc2c(c1)c([N+](=O)[O-])cc1c([N+](=O)[O-])cccc12. The result is 1 (mutagenic). (3) The compound is Cc1ccc(N=Nc2c(O)ccc3ccccc23)c([N+](=O)[O-])c1. The result is 1 (mutagenic). (4) The drug is COC(=O)c1cccc2oc3c4c(cc(OC)c3c(=O)c12)OC1OC=CC41. The result is 1 (mutagenic). (5) The compound is O=C(O)c1ccc(Cl)cc1Cl. The result is 0 (non-mutagenic). (6) The molecule is Nc1ccc(-c2ccc(Cl)cc2)cc1. The result is 1 (mutagenic). (7) The compound is Cc1ccc([N+](=O)[O-])c2ccccc12. The result is 1 (mutagenic). (8) The molecule is O=[N+]([O-])c1ccc([N+](=O)[O-])c(O)c1. The result is 1 (mutagenic).